From a dataset of Reaction yield outcomes from USPTO patents with 853,638 reactions. Predict the reaction yield, written as a fraction of the theoretical maximum amount of product (1.0 means a 100% yield; for example, 0.34 means a 34% yield). (1) The reactants are C[O:2][C:3]([C:5]1([C:8]2[CH:13]=[CH:12][C:11]([C:14]3[CH:19]=[CH:18][C:17]([N:20]4[C:24]([NH:25][C:26]([O:28][C@@H:29]([C:31]5[CH:36]=[CH:35][CH:34]=[CH:33][CH:32]=5)[CH3:30])=[O:27])=[C:23]([CH3:37])[N:22]=[N:21]4)=[CH:16][CH:15]=3)=[CH:10][CH:9]=2)[CH2:7][CH2:6]1)=[O:4].C1COCC1.[Li+].[OH-]. The catalyst is O. The product is [CH3:37][C:23]1[N:22]=[N:21][N:20]([C:17]2[CH:18]=[CH:19][C:14]([C:11]3[CH:10]=[CH:9][C:8]([C:5]4([C:3]([OH:4])=[O:2])[CH2:7][CH2:6]4)=[CH:13][CH:12]=3)=[CH:15][CH:16]=2)[C:24]=1[NH:25][C:26]([O:28][C@@H:29]([C:31]1[CH:32]=[CH:33][CH:34]=[CH:35][CH:36]=1)[CH3:30])=[O:27]. The yield is 0.575. (2) The reactants are [Br:1][CH2:2][CH2:3][CH2:4]Br.[N+:6]([C:9]1[CH:14]=[CH:13][CH:12]=[CH:11][C:10]=1[S:15]([NH:18][CH2:19][CH2:20][CH3:21])(=[O:17])=[O:16])([O-:8])=[O:7].[H-].[Na+].C(Cl)Cl. The yield is 0.620. The product is [Br:1][CH2:2][CH2:3][CH2:4][N:18]([CH2:19][CH2:20][CH3:21])[S:15]([C:10]1[CH:11]=[CH:12][CH:13]=[CH:14][C:9]=1[N+:6]([O-:8])=[O:7])(=[O:16])=[O:17]. The catalyst is CN(C=O)C. (3) The reactants are [C:1]([C:3]1[CH:8]=[CH:7][CH:6]=[CH:5][C:4]=1[C:9]1[CH:14]=[CH:13][C:12]([CH2:15][C:16]2[C:17](=[O:44])[N:18]([C@H:28]3[CH2:33][CH2:32][C@H:31]([C:34]4[O:38][CH:37]=[N:36][C:35]=4[C:39]([O:41]CC)=[O:40])[CH2:30][CH2:29]3)[C:19]3[N:20]([N:25]=[CH:26][N:27]=3)[C:21]=2[CH2:22][CH2:23][CH3:24])=[CH:11][CH:10]=1)#[N:2].[OH-].[Na+].O1CCCC1.Cl. The catalyst is CO. The product is [C:1]([C:3]1[CH:8]=[CH:7][CH:6]=[CH:5][C:4]=1[C:9]1[CH:14]=[CH:13][C:12]([CH2:15][C:16]2[C:17](=[O:44])[N:18]([C@H:28]3[CH2:29][CH2:30][C@H:31]([C:34]4[O:38][CH:37]=[N:36][C:35]=4[C:39]([OH:41])=[O:40])[CH2:32][CH2:33]3)[C:19]3[N:20]([N:25]=[CH:26][N:27]=3)[C:21]=2[CH2:22][CH2:23][CH3:24])=[CH:11][CH:10]=1)#[N:2]. The yield is 0.760. (4) The reactants are [O:1]=[C:2]([NH:7][C:8]1[CH:13]=[CH:12][CH:11]=[CH:10][CH:9]=1)[CH2:3][C:4](O)=[O:5].C1N(P(Cl)(N2C(=O)OCC2)=O)C(=O)OC1.[F:29][C:30]1[CH:31]=[C:32]([CH:34]=[CH:35][C:36]=1[O:37][C:38]1[CH:43]=[CH:42][N:41]=[C:40]2[CH:44]=[C:45]([I:47])[S:46][C:39]=12)[NH2:33].CCN(C(C)C)C(C)C. The catalyst is C(Cl)Cl. The product is [F:29][C:30]1[CH:31]=[C:32]([NH:33][C:4](=[O:5])[CH2:3][C:2]([NH:7][C:8]2[CH:9]=[CH:10][CH:11]=[CH:12][CH:13]=2)=[O:1])[CH:34]=[CH:35][C:36]=1[O:37][C:38]1[CH:43]=[CH:42][N:41]=[C:40]2[CH:44]=[C:45]([I:47])[S:46][C:39]=12. The yield is 0.540. (5) The reactants are [NH2:1][C:2]1[C:7]([C:8]2[CH:13]=[CH:12][C:11]([CH2:14][C:15]([NH2:17])=[O:16])=[CH:10][CH:9]=2)=[C:6]([O:18][C:19]2[CH:24]=[CH:23][C:22]([N+:25]([O-])=O)=[CH:21][C:20]=2[F:28])[CH:5]=[CH:4][N:3]=1.CN(C=O)C.CCO.[NH4+].[Cl-]. The catalyst is [Fe].O. The product is [NH2:1][C:2]1[C:7]([C:8]2[CH:13]=[CH:12][C:11]([CH2:14][C:15]([NH2:17])=[O:16])=[CH:10][CH:9]=2)=[C:6]([O:18][C:19]2[CH:24]=[CH:23][C:22]([NH2:25])=[CH:21][C:20]=2[F:28])[CH:5]=[CH:4][N:3]=1. The yield is 0.670. (6) The reactants are C1(P(C2C=CC=CC=2)C2C=CC=CC=2)C=CC=CC=1.II.CCN(CC)CC.[Br:29][C:30]1[CH:63]=[CH:62][C:33]([C:34]([NH:36][NH:37][C:38](=[O:61])[C@H:39]([NH:50][C:51]2[CH:56]=[CH:55][C:54]([C:57]#[N:58])=[C:53]([Cl:59])[C:52]=2[CH3:60])[C@@H:40]([O:42][Si:43]([C:46]([CH3:49])([CH3:48])[CH3:47])([CH3:45])[CH3:44])[CH3:41])=O)=[CH:32][CH:31]=1. The catalyst is C(Cl)Cl. The product is [Br:29][C:30]1[CH:31]=[CH:32][C:33]([C:34]2[O:61][C:38]([C@H:39]([NH:50][C:51]3[CH:56]=[CH:55][C:54]([C:57]#[N:58])=[C:53]([Cl:59])[C:52]=3[CH3:60])[C@@H:40]([O:42][Si:43]([C:46]([CH3:48])([CH3:49])[CH3:47])([CH3:44])[CH3:45])[CH3:41])=[N:37][N:36]=2)=[CH:62][CH:63]=1. The yield is 0.890. (7) The reactants are [C:1]([CH:3]1[CH2:5][CH2:4]1)#[CH:2].C([Li])CCC.[C:11]([O:15][C:16](=[O:37])[NH:17][C:18]1[CH:23]=[CH:22][C:21]([O:24][CH2:25][O:26][CH2:27][CH2:28][O:29][CH3:30])=[CH:20][C:19]=1[C:31](=[O:36])[C:32]([F:35])([F:34])[F:33])([CH3:14])([CH3:13])[CH3:12].[Cl-].[NH4+]. The catalyst is ClCCl.C(O)(C)C.C1COCC1. The product is [C:11]([O:15][C:16](=[O:37])[NH:17][C:18]1[CH:23]=[CH:22][C:21]([O:24][CH2:25][O:26][CH2:27][CH2:28][O:29][CH3:30])=[CH:20][C:19]=1[C:31]([OH:36])([C:32]([F:35])([F:34])[F:33])[C:2]#[C:1][CH:3]1[CH2:5][CH2:4]1)([CH3:14])([CH3:12])[CH3:13]. The yield is 0.600.